This data is from Full USPTO retrosynthesis dataset with 1.9M reactions from patents (1976-2016). The task is: Predict the reactants needed to synthesize the given product. (1) The reactants are: O[C:2]1[CH:9]=[CH:8][C:5]([C:6]#[N:7])=[CH:4][CH:3]=1.[C:10](=[O:13])([O-])[O-].[K+].[K+].C(#N)C.BrC[CH2:21][CH2:22][OH:23]. Given the product [OH:23][CH2:22][CH2:21][CH2:10][O:13][C:8]1[CH:9]=[CH:2][CH:3]=[CH:4][C:5]=1[C:6]#[N:7], predict the reactants needed to synthesize it. (2) Given the product [OH:19][C:18]1[C:17]2[C:16](=[CH:26][CH:25]=[CH:24][CH:23]=2)[N:15]([CH3:14])[C:3](=[O:5])[C:2]=1[C:1]([O:9][CH2:10][CH3:11])=[O:8], predict the reactants needed to synthesize it. The reactants are: [C:1]([O:9][CH2:10][CH3:11])(=[O:8])[CH2:2][C:3]([O:5]CC)=O.[H-].[Na+].[CH3:14][N:15]1C(=O)O[C:18](=[O:19])[C:17]2=[CH:23][CH:24]=[CH:25][CH:26]=[C:16]12.C(OC(C)C)(C)C. (3) Given the product [O:1]=[C:2]1[CH2:7][O:6][C@@H:5]2[CH2:8][CH2:9][C:10](=[O:11])[CH2:15][C@H:4]2[N:3]1[CH:16]1[CH2:17][CH2:18][N:19]([C:22]([O:24][CH2:25][C:26]2[CH:27]=[CH:28][CH:29]=[CH:30][CH:31]=2)=[O:23])[CH2:20][CH2:21]1, predict the reactants needed to synthesize it. The reactants are: [O:1]=[C:2]1[CH2:7][O:6][C@@H:5]2[CH2:8][CH2:9][C:10]3([CH2:15][C@H:4]2[N:3]1[CH:16]1[CH2:21][CH2:20][N:19]([C:22]([O:24][CH2:25][C:26]2[CH:31]=[CH:30][CH:29]=[CH:28][CH:27]=2)=[O:23])[CH2:18][CH2:17]1)OCC[O:11]3.Cl.ClCCl. (4) Given the product [N:1]1([C:5]2[N:14]=[C:13]3[C:8]([C:9](=[O:24])[C:10]([C:19]([O:21][CH2:22][CH3:23])=[O:20])=[CH:11][N:12]3[CH2:15][CH2:16][C:17]#[N:18])=[CH:7][C:6]=2[Br:25])[CH2:2][CH2:3][CH2:4]1, predict the reactants needed to synthesize it. The reactants are: [N:1]1([C:5]2[N:14]=[C:13]3[C:8]([C:9](=[O:24])[C:10]([C:19]([O:21][CH2:22][CH3:23])=[O:20])=[CH:11][N:12]3[CH2:15][CH2:16][C:17]#[N:18])=[CH:7][CH:6]=2)[CH2:4][CH2:3][CH2:2]1.[Br:25]N1C(C)(C)C(=O)N(Br)C1=O.